Dataset: Catalyst prediction with 721,799 reactions and 888 catalyst types from USPTO. Task: Predict which catalyst facilitates the given reaction. (1) Reactant: [C:1]1([C@H:7]2[C@@H:11]([C:12]3[CH:17]=[CH:16][CH:15]=[CH:14][CH:13]=3)[NH:10][C:9](=[S:18])[NH:8]2)[CH:6]=[CH:5][CH:4]=[CH:3][CH:2]=1.[CH3:19][C:20]1[CH:21]=[C:22]([CH:25]=[CH:26][CH:27]=1)[CH2:23][Cl:24]. Product: [ClH:24].[CH3:19][C:20]1[CH:21]=[C:22]([CH:25]=[CH:26][CH:27]=1)[CH2:23][S:18][C:9]1[NH:8][C@H:7]([C:1]2[CH:2]=[CH:3][CH:4]=[CH:5][CH:6]=2)[C@H:11]([C:12]2[CH:13]=[CH:14][CH:15]=[CH:16][CH:17]=2)[N:10]=1. The catalyst class is: 14. (2) Product: [C:35]([O:34][C:32]([N:28]1[C:29]2[C:25](=[CH:24][C:23]([O:22][Si:21]([C:17]([CH3:20])([CH3:19])[CH3:18])([CH3:42])[CH3:43])=[CH:31][CH:30]=2)[CH:26]=[C:27]1[C:10]1[C:11]2[S:15][CH:14]=[CH:13][C:12]=2[N:8]([C:6]([O:5][C:1]([CH3:4])([CH3:3])[CH3:2])=[O:7])[N:9]=1)=[O:33])([CH3:38])([CH3:37])[CH3:36]. The catalyst class is: 708. Reactant: [C:1]([O:5][C:6]([N:8]1[C:12]2[CH:13]=[CH:14][S:15][C:11]=2[C:10](I)=[N:9]1)=[O:7])([CH3:4])([CH3:3])[CH3:2].[C:17]([Si:21]([CH3:43])([CH3:42])[O:22][C:23]1[CH:24]=[C:25]2[C:29](=[CH:30][CH:31]=1)[N:28]([C:32]([O:34][C:35]([CH3:38])([CH3:37])[CH3:36])=[O:33])[C:27](B(O)O)=[CH:26]2)([CH3:20])([CH3:19])[CH3:18].C(=O)([O-])[O-].[Cs+].[Cs+]. (3) Reactant: [OH:1][C:2]1([C:30]2[CH:35]=[CH:34][CH:33]=[CH:32][N:31]=2)[CH2:7][CH2:6][CH:5]([NH:8][C@H:9]2[CH2:13][CH2:12][N:11]([C:14](=[O:29])[CH2:15][NH:16][C:17](=[O:28])[C:18]3[CH:23]=[CH:22][CH:21]=[C:20]([C:24]([F:27])([F:26])[F:25])[CH:19]=3)[CH2:10]2)[CH2:4][CH2:3]1.[CH2:36]=[O:37].[BH-](OC(C)=O)(OC(C)=O)[O:39][C:40](C)=O.[Na+]. Product: [OH:1][C:2]1([C:30]2[CH:35]=[CH:34][CH:33]=[CH:32][N:31]=2)[CH2:3][CH2:4][CH:5]([N:8]([CH3:40])[C@H:9]2[CH2:13][CH2:12][N:11]([C:14](=[O:29])[CH2:15][NH:16][C:17](=[O:28])[C:18]3[CH:23]=[CH:22][CH:21]=[C:20]([C:24]([F:26])([F:27])[F:25])[CH:19]=3)[CH2:10]2)[CH2:6][CH2:7]1.[C:36]([OH:39])([C:24]([F:27])([F:26])[F:25])=[O:37]. The catalyst class is: 1. (4) Reactant: [NH2:1][C:2]1[NH:3][C:4](=[O:11])[C:5]([C:9]#[N:10])=[C:6](Cl)[N:7]=1.C([Sn](CCCC)(CCCC)[C:17]1[O:18][CH2:19][CH2:20][CH:21]=1)CCC. Product: [NH2:1][C:2]1[NH:3][C:4](=[O:11])[C:5]([C:9]#[N:10])=[C:6]([C:17]2[O:18][CH2:19][CH2:20][CH:21]=2)[N:7]=1. The catalyst class is: 184. (5) Reactant: F[C:2]1[CH:3]=[C:4]([OH:11])[CH:5]=[CH:6][C:7]=1[N+:8]([O-:10])=[O:9].[CH3:12][O:13][C:14]1[CH:19]=[CH:18][CH:17]=[C:16]([NH2:20])[CH:15]=1. Product: [CH3:12][O:13][C:14]1[CH:15]=[C:16]([NH:20][C:2]2[CH:3]=[C:4]([OH:11])[CH:5]=[CH:6][C:7]=2[N+:8]([O-:10])=[O:9])[CH:17]=[CH:18][CH:19]=1. The catalyst class is: 4. (6) Reactant: [CH2:1]([O:3][C:4]1[CH:13]=[C:12]2[C:7]([CH:8]=[CH:9][C:10](/[CH:14]=[N:15]/[NH:16][C:17]3[N:22]=[CH:21][C:20]([C@H:23]([N:28]4[CH2:32][CH2:31][C@@:30]([NH:34][C:35](=[O:41])[O:36][C:37]([CH3:40])([CH3:39])[CH3:38])([CH3:33])[CH2:29]4)[C:24]([F:27])([F:26])[F:25])=[CH:19][CH:18]=3)=[N:11]2)=[CH:6][C:5]=1[F:42])[CH3:2].C(O)(=O)C.C(O)(=O)C.IC1C=CC=CC=1. Product: [CH2:1]([O:3][C:4]1[CH:13]=[C:12]2[C:7]([CH:8]=[CH:9][C:10]([C:14]3[N:22]4[CH:21]=[C:20]([C@H:23]([N:28]5[CH2:32][CH2:31][C@@:30]([NH:34][C:35](=[O:41])[O:36][C:37]([CH3:40])([CH3:39])[CH3:38])([CH3:33])[CH2:29]5)[C:24]([F:27])([F:25])[F:26])[CH:19]=[CH:18][C:17]4=[N:16][N:15]=3)=[N:11]2)=[CH:6][C:5]=1[F:42])[CH3:2]. The catalyst class is: 2. (7) Reactant: [C:1]([O:5][C:6]([N:8]1[CH2:13][CH2:12][C:11]([F:16])([CH2:14][OH:15])[CH2:10][CH2:9]1)=[O:7])([CH3:4])([CH3:3])[CH3:2].CC(C)([O-])C.[K+].[CH2:23]([C:27]1[N:28]=[N:29][C:30](Cl)=[CH:31][C:32]=1[C:33]1[CH:38]=[CH:37][C:36]([O:39][CH:40]2[CH2:45][CH2:44][CH2:43][CH2:42][CH2:41]2)=[CH:35][CH:34]=1)[CH2:24][CH2:25][CH3:26]. Product: [C:1]([O:5][C:6]([N:8]1[CH2:9][CH2:10][C:11]([CH2:14][O:15][C:30]2[N:29]=[N:28][C:27]([CH2:23][CH2:24][CH2:25][CH3:26])=[C:32]([C:33]3[CH:34]=[CH:35][C:36]([O:39][CH:40]4[CH2:45][CH2:44][CH2:43][CH2:42][CH2:41]4)=[CH:37][CH:38]=3)[CH:31]=2)([F:16])[CH2:12][CH2:13]1)=[O:7])([CH3:4])([CH3:2])[CH3:3]. The catalyst class is: 1. (8) Reactant: [S:1]1[CH:5]=[CH:4][N:3]=[CH:2]1.[O:6]=[C:7]1[CH2:12][CH2:11][CH:10]([C:13]([O:15][CH2:16][CH3:17])=[O:14])[CH2:9][CH2:8]1. Product: [OH:6][C:7]1([C:2]2[S:1][CH:5]=[CH:4][N:3]=2)[CH2:8][CH2:9][CH:10]([C:13]([O:15][CH2:16][CH3:17])=[O:14])[CH2:11][CH2:12]1. The catalyst class is: 7.